This data is from Forward reaction prediction with 1.9M reactions from USPTO patents (1976-2016). The task is: Predict the product of the given reaction. (1) Given the reactants Cl[C:2]1[CH:7]=[C:6]([C:8]2[CH:13]=[CH:12][CH:11]=[CH:10][CH:9]=2)[N:5]=[C:4]([NH:14][C:15](=[O:32])[CH2:16][CH2:17][C:18]([C:20]2[CH:25]=[CH:24][C:23]([O:26][CH2:27][CH3:28])=[C:22]([O:29][CH2:30][CH3:31])[CH:21]=2)=[O:19])[CH:3]=1.C1(C2C=CC=CC=2)C=CC=CC=1P(C1CCCCC1)C1CCCCC1.C(=O)([O-])[O-].[K+].[K+].[O:64]1[CH:68]=[CH:67][C:66](B(O)O)=[CH:65]1, predict the reaction product. The product is: [CH2:30]([O:29][C:22]1[CH:21]=[C:20]([C:18](=[O:19])[CH2:17][CH2:16][C:15]([NH:14][C:4]2[CH:3]=[C:2]([C:66]3[CH:67]=[CH:68][O:64][CH:65]=3)[CH:7]=[C:6]([C:8]3[CH:13]=[CH:12][CH:11]=[CH:10][CH:9]=3)[N:5]=2)=[O:32])[CH:25]=[CH:24][C:23]=1[O:26][CH2:27][CH3:28])[CH3:31]. (2) Given the reactants [NH2:1][C:2]1[CH:3]=[CH:4][C:5]([CH3:9])=[CH:6][C:7]=1[OH:8].[C:10](=O)([O:16]C(C)(C)C)[O:11][C:12]([CH3:15])([CH3:14])[CH3:13], predict the reaction product. The product is: [C:12]([O:11][C:10](=[O:16])[NH:1][C:2]1[CH:3]=[CH:4][C:5]([CH3:9])=[CH:6][C:7]=1[OH:8])([CH3:15])([CH3:14])[CH3:13]. (3) Given the reactants C1(S(O)(=O)=O)C=CC=CC=1.[F-].[K+].[F:13][C:14]1[CH:19]=[CH:18][C:17]([F:20])=[CH:16][C:15]=1[C@@H:21]1[C@@H:26]([NH:27]C(=O)OC(C)(C)C)[CH2:25][C@@H:24]([N:35]2[CH2:42][C:41]3[C:37](=[N:38][N:39]([S:43]([CH3:46])(=[O:45])=[O:44])[CH:40]=3)[CH2:36]2)[CH2:23][O:22]1.C(N(CC)CC)C, predict the reaction product. The product is: [F:13][C:14]1[CH:19]=[CH:18][C:17]([F:20])=[CH:16][C:15]=1[C@@H:21]1[C@@H:26]([NH2:27])[CH2:25][C@@H:24]([N:35]2[CH2:42][C:41]3[C:37](=[N:38][N:39]([S:43]([CH3:46])(=[O:45])=[O:44])[CH:40]=3)[CH2:36]2)[CH2:23][O:22]1. (4) Given the reactants [CH3:1][O:2][C:3](=[O:34])[CH2:4][C@H:5]1[C:9]2[CH:10]=[CH:11][C:12]([O:14][C@H:15]3[C:23]4[C:18](=[C:19](B5OC(C)(C)C(C)(C)O5)[CH:20]=[CH:21][C:22]=4[F:24])[CH2:17][CH2:16]3)=[CH:13][C:8]=2[O:7][CH2:6]1.Cl[C:36]1[C:41]([CH3:42])=[CH:40][C:39]([C:43]2[N:44]([CH3:48])[CH:45]=[CH:46][N:47]=2)=[CH:38][C:37]=1[CH3:49].BrC1C=CC(F)=C2C=1CC[C@H]2OC1C=CC2[C@H](CC(OC)=O)COC=2C=1, predict the reaction product. The product is: [CH3:1][O:2][C:3](=[O:34])[CH2:4][C@H:5]1[C:9]2[CH:10]=[CH:11][C:12]([O:14][C@H:15]3[C:23]4[C:18](=[C:19]([C:36]5[C:37]([CH3:49])=[CH:38][C:39]([C:43]6[N:44]([CH3:48])[CH:45]=[CH:46][N:47]=6)=[CH:40][C:41]=5[CH3:42])[CH:20]=[CH:21][C:22]=4[F:24])[CH2:17][CH2:16]3)=[CH:13][C:8]=2[O:7][CH2:6]1. (5) Given the reactants [BH4-].[Na+].C(=[C:10]1[CH:21]=[CH:20][C:13]2[CH2:14][C:15]([NH:17][C:18](=[O:19])[C:12]=2[CH2:11]1)=[O:16])C1C=CC=CC=1.O, predict the reaction product. The product is: [CH2:18]([CH:14]1[C:13]2[C:12](=[CH:11][CH:10]=[CH:21][CH:20]=2)[C:18](=[O:19])[NH:17][CH:15]1[OH:16])[C:12]1[CH:13]=[CH:20][CH:21]=[CH:10][CH:11]=1.